This data is from Full USPTO retrosynthesis dataset with 1.9M reactions from patents (1976-2016). The task is: Predict the reactants needed to synthesize the given product. (1) Given the product [N:26]1[NH:27][C:21](=[O:22])[C:5]2[CH:6]=[CH:7][CH:8]=[C:9]3[C:4]=2[C:3]=1[C:16]1[C:15]2[CH:17]=[CH:18][CH:19]=[CH:20][C:14]=2[CH2:13][CH2:12][C:11]=1[NH:10]3, predict the reactants needed to synthesize it. The reactants are: CO[C:3]1[C:4]2[C:9]([N:10]=[C:11]3[C:16]=1[C:15]1[CH:17]=[CH:18][CH:19]=[CH:20][C:14]=1[CH2:13][CH2:12]3)=[CH:8][CH:7]=[CH:6][C:5]=2[C:21](OC)=[O:22].O.[NH2:26][NH2:27].C(OCC)(=O)C.O. (2) Given the product [Br:16][C:17]1[N:22]=[C:21]([CH2:23][N:11]([CH2:12][CH:13]([CH3:15])[CH3:14])[S:8]([C:3]2[CH:4]=[CH:5][CH:6]=[CH:7][C:2]=2[Cl:1])(=[O:9])=[O:10])[CH:20]=[CH:19][CH:18]=1, predict the reactants needed to synthesize it. The reactants are: [Cl:1][C:2]1[CH:7]=[CH:6][CH:5]=[CH:4][C:3]=1[S:8]([NH:11][CH2:12][CH:13]([CH3:15])[CH3:14])(=[O:10])=[O:9].[Br:16][C:17]1[N:22]=[C:21]([CH2:23]O)[CH:20]=[CH:19][CH:18]=1.C1(P(C2C=CC=CC=2)C2C=CC=CC=2)C=CC=CC=1.N(C(OCC)=O)=NC(OCC)=O. (3) Given the product [CH:10]1([CH2:13][CH2:14][O:1][C:2]2[CH:9]=[CH:8][C:5]([CH:6]=[O:7])=[CH:4][CH:3]=2)[CH2:12][CH2:11]1, predict the reactants needed to synthesize it. The reactants are: [OH:1][C:2]1[CH:9]=[CH:8][C:5]([CH:6]=[O:7])=[CH:4][CH:3]=1.[CH:10]1([CH2:13][CH2:14]O)[CH2:12][CH2:11]1.C1(P(C2C=CC=CC=2)C2C=CC=CC=2)C=CC=CC=1.N(C(OCC)=O)=NC(OCC)=O. (4) Given the product [CH3:7][O:8][C:9]1[CH:14]=[C:13]([C:15]2[O:17][N:28]=[C:27]([C:29]3[CH:34]=[CH:33][CH:32]=[CH:31][C:30]=3[O:35][C:36]([F:37])([F:38])[F:39])[N:26]=2)[CH:12]=[CH:11][C:10]=1[C:18]1[CH:23]=[CH:22][CH:21]=[CH:20][C:19]=1[CH3:24], predict the reactants needed to synthesize it. The reactants are: C(Cl)(=O)C(Cl)=O.[CH3:7][O:8][C:9]1[CH:14]=[C:13]([C:15]([OH:17])=O)[CH:12]=[CH:11][C:10]=1[C:18]1[CH:23]=[CH:22][CH:21]=[CH:20][C:19]=1[CH3:24].O[N:26]=[C:27]([C:29]1[CH:34]=[CH:33][CH:32]=[CH:31][C:30]=1[O:35][C:36]([F:39])([F:38])[F:37])[NH2:28].CCN(C(C)C)C(C)C. (5) Given the product [C:22]([C:20]1[N:21]=[C:17]([N:13]2[CH2:14][CH2:15][CH2:16][C@@H:11]([NH:10][C:9]([N:37]3[CH2:38][C:39]4[C:44](=[CH:43][CH:42]=[CH:41][CH:40]=4)[CH2:36]3)=[O:31])[CH2:12]2)[S:18][C:19]=1[NH:24][C:25]1[CH:30]=[CH:29][CH:28]=[CH:27][N:26]=1)#[N:23], predict the reactants needed to synthesize it. The reactants are: FC1C(O[C:9](=[O:31])[NH:10][C@@H:11]2[CH2:16][CH2:15][CH2:14][N:13]([C:17]3[S:18][C:19]([NH:24][C:25]4[CH:30]=[CH:29][CH:28]=[CH:27][N:26]=4)=[C:20]([C:22]#[N:23])[N:21]=3)[CH2:12]2)=C(F)C(F)=C(F)C=1F.[CH2:36]1[C:44]2[C:39](=[CH:40][CH:41]=[CH:42][CH:43]=2)[CH2:38][NH:37]1.C(N(C(C)C)CC)(C)C. (6) Given the product [CH3:1][S:2]([C:3]1[N:8]=[C:7]([NH:9][CH3:10])[C:6]([CH3:11])=[CH:5][N:4]=1)=[O:17], predict the reactants needed to synthesize it. The reactants are: [CH3:1][S:2][C:3]1[N:8]=[C:7]([NH:9][CH3:10])[C:6]([CH3:11])=[CH:5][N:4]=1.ClC1C=C(C=CC=1)C(OO)=[O:17].C(Cl)Cl.CO.N. (7) Given the product [CH3:1][C:2]1[C:3]2[N:4]([CH2:5][CH2:6][S:7][CH3:8])[C:27](=[O:28])[NH:13][C:9]=2[CH:10]=[CH:11][CH:12]=1, predict the reactants needed to synthesize it. The reactants are: [CH3:1][C:2]1[CH:12]=[CH:11][CH:10]=[C:9]([N+:13]([O-])=O)[C:3]=1[NH:4][CH2:5][CH2:6][S:7][CH3:8].O.O.[Sn](Cl)Cl.Cl.C1N=CN([C:27](N2C=NC=C2)=[O:28])C=1. (8) Given the product [CH:1]1([NH:7][C:8]2[CH:17]=[C:16]3[C:11]([C:12](=[O:30])[C:13]([N:23]([CH2:24][C:25]([O:27][CH2:28][CH3:29])=[O:26])[C:40](=[O:49])[CH2:41][CH2:42][CH2:43][C:44]([O:46][CH2:47][CH3:48])=[O:45])=[CH:14][N:15]3[CH:18]([CH2:21][CH3:22])[CH2:19][CH3:20])=[CH:10][C:9]=2[F:31])[CH2:2][CH2:3][CH2:4][CH2:5][CH2:6]1, predict the reactants needed to synthesize it. The reactants are: [CH:1]1([NH:7][C:8]2[CH:17]=[C:16]3[C:11]([C:12](=[O:30])[C:13]([NH:23][CH2:24][C:25]([O:27][CH2:28][CH3:29])=[O:26])=[CH:14][N:15]3[CH:18]([CH2:21][CH3:22])[CH2:19][CH3:20])=[CH:10][C:9]=2[F:31])[CH2:6][CH2:5][CH2:4][CH2:3][CH2:2]1.C(N(CC)CC)C.Cl[C:40](=[O:49])[CH2:41][CH2:42][CH2:43][C:44]([O:46][CH2:47][CH3:48])=[O:45].O.